From a dataset of Full USPTO retrosynthesis dataset with 1.9M reactions from patents (1976-2016). Predict the reactants needed to synthesize the given product. (1) Given the product [F:35][C:34]([F:37])([F:36])[O:46][C:42]1[CH:43]=[CH:38][C:7]([CH2:8][N:9]([C:24]2[N:25]=[CH:26][C:27]3[C:32]([C:33]=2[C:34]([F:37])([F:35])[F:36])=[CH:31][CH:30]=[CH:29][CH:28]=3)[S:10]([C:13]2[CH:23]=[CH:22][C:53]([C:54]([NH2:48])=[O:50])=[CH:52][CH:51]=2)(=[O:11])=[O:12])=[CH:6][CH:5]=1, predict the reactants needed to synthesize it. The reactants are: FC(F)(F)OC1C=[CH:38][C:7]([CH2:8][N:9]([C:24]2[N:25]=[CH:26][C:27]3[C:32]([C:33]=2[C:34]([F:37])([F:36])[F:35])=[CH:31][CH:30]=[CH:29][CH:28]=3)[S:10]([C:13]2[CH:23]=[CH:22]C(C(OCC)=O)=CC=2)(=[O:12])=[O:11])=[CH:6][CH:5]=1.[C:42](Cl)(=[O:46])[C:43](Cl)=O.[NH3:48].O.[O:50]1[CH2:54][CH2:53][CH2:52][CH2:51]1. (2) Given the product [CH3:12][C:11]1[N:1]=[C:2]([C:3]([O:5][CH2:6][CH3:7])=[O:4])[S:8][C:10]=1[C:14]1[CH:19]=[CH:18][CH:17]=[C:16]([C:20]([F:21])([F:22])[F:23])[CH:15]=1, predict the reactants needed to synthesize it. The reactants are: [NH2:1][C:2](=[S:8])[C:3]([O:5][CH2:6][CH3:7])=[O:4].Br[CH:10]([C:14]1[CH:19]=[CH:18][CH:17]=[C:16]([C:20]([F:23])([F:22])[F:21])[CH:15]=1)[C:11](=O)[CH3:12]. (3) The reactants are: [F:1][C:2]1[C:7]([O:8][CH3:9])=[CH:6][C:5]([O:10][CH3:11])=[C:4]([F:12])[C:3]=1[N:13]1[CH2:18][C:17]2[CH:19]=[N:20][C:21]([C:23]3[CH:24]=[CH:25][C:26]([C:29](O)=[O:30])=[N:27][CH:28]=3)=[CH:22][C:16]=2[N:15]([CH2:32][CH3:33])[C:14]1=[O:34].F[P-](F)(F)(F)(F)F.[N:42]1(O[P+](N(C)C)(N(C)C)N(C)C)[C:46]2C=CC=C[C:45]=2N=N1.CCN(CC)CC.C(N)C. Given the product [F:12][C:4]1[C:5]([O:10][CH3:11])=[CH:6][C:7]([O:8][CH3:9])=[C:2]([F:1])[C:3]=1[N:13]1[CH2:18][C:17]2[CH:19]=[N:20][C:21]([C:23]3[CH:24]=[CH:25][C:26]([C:29]([NH:42][CH2:46][CH3:45])=[O:30])=[N:27][CH:28]=3)=[CH:22][C:16]=2[N:15]([CH2:32][CH3:33])[C:14]1=[O:34], predict the reactants needed to synthesize it. (4) Given the product [Cl:1][C:2]1[CH:3]=[N:4][CH:5]=[C:6]([Cl:8])[C:7]=1[CH:17]=[O:18], predict the reactants needed to synthesize it. The reactants are: [Cl:1][C:2]1[CH:3]=[N:4][CH:5]=[C:6]([Cl:8])[CH:7]=1.[Li+].CC([N-]C(C)C)C.[CH3:17][O:18]C=O.C([O-])(O)=O.[Na+]. (5) Given the product [Cl:1][C:2]1[CH:3]=[C:4]2[C:8](=[CH:9][CH:10]=1)[NH:7][N:6]=[C:5]2[C:11]#[N:13], predict the reactants needed to synthesize it. The reactants are: [Cl:1][C:2]1[CH:3]=[C:4]2[C:8](=[CH:9][CH:10]=1)[NH:7][N:6]=[C:5]2[C:11]([NH2:13])=O.ClCCl.FC(F)(F)C(O)=O. (6) Given the product [C:15]([C:13]1[CH:14]=[C:2]([I:3])[C:6]([CH3:5])=[C:7]([CH:12]=1)[C:8]([O:10][CH3:11])=[O:9])#[N:16], predict the reactants needed to synthesize it. The reactants are: I[CH2:2][I:3].N[C:5]1[C:6](C)=[C:7]([CH:12]=[C:13]([C:15]#[N:16])[CH:14]=1)[C:8]([O:10][CH3:11])=[O:9].N(OC(C)(C)C)=O.